From a dataset of Reaction yield outcomes from USPTO patents with 853,638 reactions. Predict the reaction yield, written as a fraction of the theoretical maximum amount of product (1.0 means a 100% yield; for example, 0.34 means a 34% yield). (1) The reactants are [Al+3].[Cl-].[Cl-].[Cl-].[H-].[Al+3].[Li+].[H-].[H-].[H-].[Br:11][C:12]#[C:13][C@H:14]([OH:24])[CH2:15][O:16][C:17]1[CH:22]=[CH:21][C:20]([F:23])=[CH:19][CH:18]=1.[OH-].[Na+]. The catalyst is CCOCC.O. The product is [Br:11]/[CH:12]=[CH:13]/[C@H:14]([OH:24])[CH2:15][O:16][C:17]1[CH:22]=[CH:21][C:20]([F:23])=[CH:19][CH:18]=1. The yield is 0.810. (2) The reactants are [CH3:1][C:2]1[N:3]=[C:4]2[CH:9]=[CH:8][C:7]([CH3:10])=[N:6][N:5]2[C:11]=1[C:12]1[S:13][C:14]([C:18]2[CH:23]=[CH:22][CH:21]=[C:20]([CH3:24])[N:19]=2)=[CH:15][C:16]=1[CH3:17].[CH2:25]1C[O:28][CH2:27][CH2:26]1.[Li+].CC([N-]C(C)C)C.CON(C)C(=O)CC. The catalyst is CCOC(C)=O. The product is [CH3:1][C:2]1[N:3]=[C:4]2[C:9]([C:27](=[O:28])[CH2:26][CH3:25])=[CH:8][C:7]([CH3:10])=[N:6][N:5]2[C:11]=1[C:12]1[S:13][C:14]([C:18]2[CH:23]=[CH:22][CH:21]=[C:20]([CH3:24])[N:19]=2)=[CH:15][C:16]=1[CH3:17]. The yield is 0.250.